This data is from Blood-brain barrier penetration binary classification data from Martins et al.. The task is: Regression/Classification. Given a drug SMILES string, predict its absorption, distribution, metabolism, or excretion properties. Task type varies by dataset: regression for continuous measurements (e.g., permeability, clearance, half-life) or binary classification for categorical outcomes (e.g., BBB penetration, CYP inhibition). Dataset: bbb_martins. (1) The drug is CN(C)CCCN1c2ccccc2C=Cc2sccc21. The result is 1 (penetrates BBB). (2) The compound is CN(C)CCCn1cc(-c2ccccc2)c(-c2ccccc2)n1. The result is 1 (penetrates BBB). (3) The molecule is Cc1nc2n(c(=O)c1CCN1CCC(c3noc4cc(F)ccc34)CC1)CCCC2. The result is 1 (penetrates BBB). (4) The compound is C[C@H]1C[C@H]2[C@@H]3CC[C@](O)(C(=O)COC(=O)CCC(=O)O)[C@@]3(C)C[C@H](O)[C@@H]2[C@@]2(C)C=CC(=O)C=C12. The result is 1 (penetrates BBB). (5) The molecule is CN(C(=O)CN(CCO)CCO)c1ccc(Cl)cc1C(=O)c1ccccc1Cl. The result is 1 (penetrates BBB).